From a dataset of Catalyst prediction with 721,799 reactions and 888 catalyst types from USPTO. Predict which catalyst facilitates the given reaction. (1) Reactant: [CH:1]1([CH:7]([N:18]2[CH2:23][CH2:22][C:21]([C:44]3[CH:49]=[CH:48][CH:47]=[C:46]([F:50])[CH:45]=3)([CH2:24][CH2:25][N:26]3[C@H:31]4[CH2:32][CH2:33][C@@H:27]3[CH2:28][CH:29]([N:34]3[C:38]5[CH:39]=[CH:40][CH:41]=[CH:42][C:37]=5[N:36]=[C:35]3[CH3:43])[CH2:30]4)[CH2:20][CH2:19]2)[C:8]([O:10]CC2C=CC=CC=2)=[O:9])[CH2:6][CH2:5][CH2:4][CH2:3][CH2:2]1.[H][H]. Product: [CH:1]1([CH:7]([N:18]2[CH2:23][CH2:22][C:21]([C:44]3[CH:49]=[CH:48][CH:47]=[C:46]([F:50])[CH:45]=3)([CH2:24][CH2:25][N:26]3[C@H:27]4[CH2:33][CH2:32][C@@H:31]3[CH2:30][CH:29]([N:34]3[C:38]5[CH:39]=[CH:40][CH:41]=[CH:42][C:37]=5[N:36]=[C:35]3[CH3:43])[CH2:28]4)[CH2:20][CH2:19]2)[C:8]([OH:10])=[O:9])[CH2:2][CH2:3][CH2:4][CH2:5][CH2:6]1. The catalyst class is: 19. (2) Reactant: [Cl:1][C:2]1[CH:3]=[C:4]([CH2:9][C:10]([O:12][CH3:13])=[O:11])[CH:5]=[CH:6][C:7]=1[OH:8].CCN(CC)CC.[S:21](O[S:21]([C:24]([F:27])([F:26])[F:25])(=[O:23])=[O:22])([C:24]([F:27])([F:26])[F:25])(=[O:23])=[O:22]. The catalyst class is: 2. Product: [Cl:1][C:2]1[CH:3]=[C:4]([CH2:9][C:10]([O:12][CH3:13])=[O:11])[CH:5]=[CH:6][C:7]=1[O:8][S:21]([C:24]([F:27])([F:26])[F:25])(=[O:23])=[O:22]. (3) Reactant: [Cl:1][C:2]1[C:3]([F:19])=[C:4]([N:8]2[C:12]([CH3:13])=[C:11]([C:14]([O:16][CH2:17][CH3:18])=[O:15])[N:10]=[CH:9]2)[CH:5]=[CH:6][CH:7]=1.[CH3:20][C:21]1[N:22]=[CH:23][NH:24][C:25]=1[C:26]([O:28][CH2:29][CH3:30])=[O:27].ClC1C(F)=C(B(O)O)C=CC=1. Product: [Cl:1][C:2]1[C:3]([F:19])=[C:4]([N:24]2[C:25]([C:26]([O:28][CH2:29][CH3:30])=[O:27])=[C:21]([CH3:20])[N:22]=[CH:23]2)[CH:5]=[CH:6][CH:7]=1.[Cl:1][C:2]1[C:3]([F:19])=[C:4]([N:8]2[C:12]([CH3:13])=[C:11]([C:14]([O:16][CH2:17][CH3:18])=[O:15])[N:10]=[CH:9]2)[CH:5]=[CH:6][CH:7]=1. The catalyst class is: 100. (4) Reactant: [H-].[Al+3].[Li+].[H-].[H-].[H-].[CH3:7][CH:8]1[C@H:16]2[N:12]([CH2:13][CH2:14][CH2:15]2)[C:11](=O)[CH:10]=[C:9]1N1CCCC1.[OH-].[Na+].C([OH:27])C. Product: [CH3:7][CH:8]1[C@H:16]2[N:12]([CH2:13][CH2:14][CH2:15]2)[CH2:11][CH2:10][C:9]1=[O:27]. The catalyst class is: 7. (5) Reactant: [OH:1][CH2:2][C:3]1[CH:8]=[CH:7][C:6]([CH:9]2[CH2:14][CH2:13][N:12]([C:15]([O:17][C:18]([CH3:21])([CH3:20])[CH3:19])=[O:16])[CH2:11][CH2:10]2)=[CH:5][N:4]=1.C(N(CC)CC)C.[CH3:29][S:30](Cl)(=[O:32])=[O:31]. Product: [CH3:29][S:30]([O:1][CH2:2][C:3]1[CH:8]=[CH:7][C:6]([CH:9]2[CH2:10][CH2:11][N:12]([C:15]([O:17][C:18]([CH3:21])([CH3:20])[CH3:19])=[O:16])[CH2:13][CH2:14]2)=[CH:5][N:4]=1)(=[O:32])=[O:31]. The catalyst class is: 22. (6) Reactant: COC1C=C(C=CC=1)O[C:7]1[N:12]=[CH:11][N:10]=[C:9]([NH:13][C:14]2[N:19]=[C:18]([NH:20]C(=O)C=C)[CH:17]=[CH:16][CH:15]=2)[CH:8]=1.C([O-])([O-])=O.[K+].[K+].[NH2:34][C:35]1[CH:40]=[CH:39][CH:38]=[CH:37][CH:36]=1. Product: [NH2:20][C:18]1[N:19]=[C:14]([NH:13][C:9]2[CH:8]=[C:7]([NH:34][C:35]3[CH:40]=[CH:39][CH:38]=[CH:37][CH:36]=3)[N:12]=[CH:11][N:10]=2)[CH:15]=[CH:16][CH:17]=1. The catalyst class is: 3. (7) Reactant: [Cl:1][C:2]1[CH:7]=[CH:6][C:5]([CH:8]([C:33]2[CH:38]=[CH:37][C:36]([Cl:39])=[CH:35][CH:34]=2)[C:9]2[S:13][C:12]([C:14]([NH:16][C@@H:17]([CH2:22][CH2:23][CH2:24][NH:25][C:26]([O:28][C:29]([CH3:32])([CH3:31])[CH3:30])=[O:27])[C:18]([O:20]C)=[O:19])=[O:15])=[CH:11][CH:10]=2)=[CH:4][CH:3]=1. Product: [Cl:39][C:36]1[CH:35]=[CH:34][C:33]([CH:8]([C:5]2[CH:4]=[CH:3][C:2]([Cl:1])=[CH:7][CH:6]=2)[C:9]2[S:13][C:12]([C:14]([NH:16][C@@H:17]([CH2:22][CH2:23][CH2:24][NH:25][C:26]([O:28][C:29]([CH3:31])([CH3:32])[CH3:30])=[O:27])[C:18]([OH:20])=[O:19])=[O:15])=[CH:11][CH:10]=2)=[CH:38][CH:37]=1. The catalyst class is: 273. (8) Reactant: [C:1]([NH:11][C@H:12]([C:16]([OH:18])=O)[CH:13]([CH3:15])[CH3:14])([O:3][CH2:4][C:5]1[CH:10]=[CH:9][CH:8]=[CH:7][CH:6]=1)=[O:2].CN(C)CCCN=C=NCC.O.ON1C2C=CC=CC=2N=N1.CN(C1C=CC=CN=1)C.[NH2:50][CH:51]([CH:60]([OH:63])[CH2:61][F:62])[CH2:52][C:53]([O:55][C:56]([CH3:59])([CH3:58])[CH3:57])=[O:54]. Product: [C:1]([NH:11][C@H:12]([C:16]([NH:50][CH:51]([CH:60]([OH:63])[CH2:61][F:62])[CH2:52][C:53]([O:55][C:56]([CH3:57])([CH3:58])[CH3:59])=[O:54])=[O:18])[CH:13]([CH3:14])[CH3:15])([O:3][CH2:4][C:5]1[CH:6]=[CH:7][CH:8]=[CH:9][CH:10]=1)=[O:2]. The catalyst class is: 1. (9) Reactant: [I:1]N1C(=O)CCC1=O.[CH3:9][O:10][C:11]([CH:13]1[CH2:18][CH2:17][CH:16]([C:19]2[CH:24]=[C:23]([N:25]([CH2:34][O:35][CH2:36][CH2:37][Si:38]([CH3:41])([CH3:40])[CH3:39])[CH2:26][O:27][CH2:28][CH2:29][Si:30]([CH3:33])([CH3:32])[CH3:31])[N:22]3[N:42]=[CH:43][CH:44]=[C:21]3[N:20]=2)[CH2:15][CH2:14]1)=[O:12]. Product: [CH3:9][O:10][C:11]([CH:13]1[CH2:14][CH2:15][CH:16]([C:19]2[CH:24]=[C:23]([N:25]([CH2:34][O:35][CH2:36][CH2:37][Si:38]([CH3:41])([CH3:40])[CH3:39])[CH2:26][O:27][CH2:28][CH2:29][Si:30]([CH3:32])([CH3:33])[CH3:31])[N:22]3[N:42]=[CH:43][C:44]([I:1])=[C:21]3[N:20]=2)[CH2:17][CH2:18]1)=[O:12]. The catalyst class is: 10.